The task is: Binary Classification. Given a miRNA mature sequence and a target amino acid sequence, predict their likelihood of interaction.. This data is from Experimentally validated miRNA-target interactions with 360,000+ pairs, plus equal number of negative samples. (1) The miRNA is mmu-miR-297a-5p with sequence AUGUAUGUGUGCAUGUGCAUGU. The protein sequence of the target gene is MQRTKEAVKASDGNLLGDPGRIPLSKRESIKWQRPRFTRQALMRCCLIKWILSSAAPQGSDSSDSELELSTVRHQPEGLDQLQAQTKFTKKELQSLYRGFKNECPTGLVDEDTFKLIYSQFFPQGDATTYAHFLFNAFDADGNGAIHFEDFVVGLSILLRGTVHEKLKWAFNLYDINKDGCITKEEMLAIMKSIYDMMGRHTYPILREDAPLEHVERFFQKMDRNQDGVVTIDEFLETCQKDENIMNSMQLFENVI. Result: 1 (interaction). (2) The miRNA is hsa-miR-589-3p with sequence UCAGAACAAAUGCCGGUUCCCAGA. The protein sequence of the target gene is MAEAGGAGSPALPPAPPHGSPRTLATAAGSSASCGPATAVAAAGTAEGPGGGGSARIAVKKAQLRSAPRAKKLEKLGVYSACKAEESCKCNGWKNPNPSPTPPRGDLQQIIVSLTESCRSCSHALAAHVSHLENVSEEEMDRLLGIVLDVEYLFTCVHKEEDADTKQVYFYLFKLLRKSILQRGKPVVEGSLEKKPPFEKPSIEQGVNNFVQYKFSHLPSKERQTTIELAKMFLNRINYWHLEAPSQRRLRSPNDDISGYKENYTRWLCYCNVPQFCDSLPRYETTKVFGRTLLRSVFTI.... Result: 0 (no interaction). (3) The miRNA is hsa-miR-500a-3p with sequence AUGCACCUGGGCAAGGAUUCUG. The protein sequence of the target gene is MFKKLKQKISEEQQQLQQALAPAQASSNSSTPTRMRSRTSSFTEQLDEGTPNRESGDTQSFAQKLQLRVPSVESLFRSPIKESLFRSSSKESLVRTSSRESLNRLDLDSSTASFDPPSDMDSEAEDLVGNSDSLNKEQLIQRLRRMERSLSSYRGKYSELVTAYQMLQREKKKLQGILSQSQDKSLRRIAELREELQMDQQAKKHLQEEFDASLEEKDQYISVLQTQVSLLKQRLRNGPMNVDVLKPLPQLEPQAEVFTKEENPESDGEPVVEDGTSVKTLETLQQRVKRQENLLKRCKE.... Result: 0 (no interaction). (4) The miRNA is hsa-miR-4464 with sequence AAGGUUUGGAUAGAUGCAAUA. The protein sequence of the target gene is MLPPLPSRLGLLLLLLLCPAHVGGLWWAVGSPLVMDPTSICRKARRLAGRQAELCQAEPEVVAELARGARLGVRECQFQFRFRRWNCSSHSKAFGRILQQDIRETAFVFAITAAGASHAVTQACSMGELLQCGCQAPRGRAPPRPSGLPGTPGPPGPAGSPEGSAAWEWGGCGDDVDFGDEKSRLFMDARHKRGRGDIRALVQLHNNEAGRLAVRSHTRTECKCHGLSGSCALRTCWQKLPPFREVGARLLERFHGASRVMGTNDGKALLPAVRTLKPPGRADLLYAADSPDFCAPNRRT.... Result: 0 (no interaction). (5) The miRNA is hsa-miR-296-3p with sequence GAGGGUUGGGUGGAGGCUCUCC. The protein sequence of the target gene is MALRGTVTDFSGFDGRADAEVLRKAMKGLGTDEDSILNLLTARSNAQRQQIAEEFKTLFGRDLVNDMKSELTGKFEKLIVALMKPSRLYDAYELKHALKGAGTDEKVLTEIIASRTPEELRAIKQAYEEEYGSNLEDDVVGDTSGYYQRMLVVLLQANRDPDTAIDDAQVELDAQALFQAGELKWGTDEEKFITILGTRSVSHLRRVFDKYMTISGFQIEETIDRETSGNLENLLLAVVKSIRSIPAYLAETLYYAMKGAGTDDHTLIRVIVSRSEIDLFNIRKEFRKNFATSLYSMIKG.... Result: 0 (no interaction).